Dataset: Full USPTO retrosynthesis dataset with 1.9M reactions from patents (1976-2016). Task: Predict the reactants needed to synthesize the given product. (1) Given the product [C:15]([O:20][CH:21]([CH2:24][CH3:25])[CH2:22][CH3:23])(=[O:19])[CH3:16], predict the reactants needed to synthesize it. The reactants are: C(OCC)(=O)CCC.CCC(O)CC.[C:15]([O:20][CH:21]([CH2:24][CH3:25])[CH2:22][CH3:23])(=[O:19])[CH2:16]CC. (2) Given the product [NH2:23][C:24]1[N:29]=[CH:28][C:27]([C:9]2[CH:10]=[CH:11][C:12]([C:15]3([C:20]#[N:21])[CH2:16][CH2:17][CH2:18][CH2:19]3)=[CH:13][CH:14]=2)=[N:26][C:25]=1[C:31]1[CH:32]=[C:33]2[C:38](=[CH:39][CH:40]=1)[C:37](=[O:41])[NH:36][CH2:35][CH2:34]2, predict the reactants needed to synthesize it. The reactants are: CC1(C)C(C)(C)OB([C:9]2[CH:14]=[CH:13][C:12]([C:15]3([C:20]#[N:21])[CH2:19][CH2:18][CH2:17][CH2:16]3)=[CH:11][CH:10]=2)O1.[NH2:23][C:24]1[C:25]([C:31]2[CH:32]=[C:33]3[C:38](=[CH:39][CH:40]=2)[C:37](=[O:41])[NH:36][CH2:35][CH2:34]3)=[N:26][C:27](Br)=[CH:28][N:29]=1. (3) The reactants are: CS(O[CH2:6][CH:7]1[CH2:12][CH2:11][N:10]([C:13]([O:15][C:16]([CH3:19])([CH3:18])[CH3:17])=[O:14])[CH2:9][CH2:8]1)(=O)=O.[O:20]1[CH2:24][C:23](=[O:25])[NH:22][C:21]1=[O:26].CN(C)C(N(C)C)=N. Given the product [O:26]=[C:21]1[N:22]([CH2:6][CH:7]2[CH2:12][CH2:11][N:10]([C:13]([O:15][C:16]([CH3:19])([CH3:18])[CH3:17])=[O:14])[CH2:9][CH2:8]2)[C:23](=[O:25])[CH2:24][O:20]1, predict the reactants needed to synthesize it. (4) Given the product [CH3:34][C:3]1[C:2]([O:1][S:37]([C:36]([F:49])([F:48])[F:35])(=[O:39])=[O:38])=[C:29]([C:30]([F:33])([F:31])[F:32])[CH:28]=[CH:27][C:4]=1[CH2:5][N:6]([C:21](=[O:26])[C:22]([F:23])([F:24])[F:25])[C:7]1[CH:20]=[CH:19][C:10]2[C@H:11]([CH2:14][C:15]([O:17][CH3:18])=[O:16])[CH2:12][O:13][C:9]=2[CH:8]=1, predict the reactants needed to synthesize it. The reactants are: [OH:1][C:2]1[C:3]([CH3:34])=[C:4]([CH:27]=[CH:28][C:29]=1[C:30]([F:33])([F:32])[F:31])[CH2:5][N:6]([C:21](=[O:26])[C:22]([F:25])([F:24])[F:23])[C:7]1[CH:20]=[CH:19][C:10]2[C@H:11]([CH2:14][C:15]([O:17][CH3:18])=[O:16])[CH2:12][O:13][C:9]=2[CH:8]=1.[F:35][C:36]([F:49])([F:48])[S:37](O[S:37]([C:36]([F:49])([F:48])[F:35])(=[O:39])=[O:38])(=[O:39])=[O:38]. (5) Given the product [CH3:1][CH:2]([CH3:27])[C@H:3]([N:8]1[CH2:16][C:15]2[C:10](=[CH:11][C:12]([C:56]3[CH:57]=[N:58][C:59]([N+:62]([O-:64])=[O:63])=[CH:60][CH:61]=3)=[CH:13][CH:14]=2)[C:9]1=[O:26])[C:4]([O:6][CH3:7])=[O:5], predict the reactants needed to synthesize it. The reactants are: [CH3:1][CH:2]([CH3:27])[C@H:3]([N:8]1[CH2:16][C:15]2[C:10](=[CH:11][C:12](C3C=CC([N+]([O-])=O)=CN=3)=[CH:13][CH:14]=2)[C:9]1=[O:26])[C:4]([O:6][CH3:7])=[O:5].CC(C)[C@H](N1CC2C(=CC(B3OC(C)(C)C(C)(C)O3)=CC=2)C1=O)C(OC)=O.Br[C:56]1[CH:57]=[N:58][C:59]([N+:62]([O-:64])=[O:63])=[CH:60][CH:61]=1. (6) Given the product [Br:35][C:31]1[CH:32]=[C:33]2[NH:34][C:9]([C:8]3[CH:11]=[C:12]([O:14][CH2:15][C:16]4[C:21]([CH3:22])=[CH:20][CH:19]=[CH:18][N:17]=4)[CH:13]=[C:6]([O:5][CH2:4][C:3]4[CH:23]=[CH:24][CH:25]=[CH:26][C:2]=4[F:1])[CH:7]=3)=[N:27][C:28]2=[N:29][CH:30]=1, predict the reactants needed to synthesize it. The reactants are: [F:1][C:2]1[CH:26]=[CH:25][CH:24]=[CH:23][C:3]=1[CH2:4][O:5][C:6]1[CH:7]=[C:8]([CH:11]=[C:12]([O:14][CH2:15][C:16]2[C:21]([CH3:22])=[CH:20][CH:19]=[CH:18][N:17]=2)[CH:13]=1)[CH:9]=O.[NH2:27][C:28]1[C:33]([NH2:34])=[CH:32][C:31]([Br:35])=[CH:30][N:29]=1.